This data is from Forward reaction prediction with 1.9M reactions from USPTO patents (1976-2016). The task is: Predict the product of the given reaction. (1) The product is: [O:1]=[C:2]1[NH:7][N:6]=[CH:5][C:4]([C:8]([NH:10][C@@:11]2([C:16]([OH:18])=[O:17])[CH2:15][CH2:14][O:13][CH2:12]2)=[O:9])=[CH:3]1. Given the reactants [O:1]=[C:2]1[NH:7][N:6]=[CH:5][C:4]([C:8]([NH:10][C@@:11]2([C:16]([O:18]CCCC)=[O:17])[CH2:15][CH2:14][O:13][CH2:12]2)=[O:9])=[CH:3]1, predict the reaction product. (2) Given the reactants [NH2:1][C:2]1[C:11]([O:12][C:13]2[CH:18]=[CH:17][C:16]([F:19])=[CH:15][CH:14]=2)=[CH:10][CH:9]=[CH:8][C:3]=1[C:4]([O:6]C)=[O:5].CO.[OH-].[Li+].Cl, predict the reaction product. The product is: [NH2:1][C:2]1[C:11]([O:12][C:13]2[CH:18]=[CH:17][C:16]([F:19])=[CH:15][CH:14]=2)=[CH:10][CH:9]=[CH:8][C:3]=1[C:4]([OH:6])=[O:5].